From a dataset of Full USPTO retrosynthesis dataset with 1.9M reactions from patents (1976-2016). Predict the reactants needed to synthesize the given product. (1) Given the product [I:1][C:2]1[CH:9]=[CH:8][C:5](/[CH:6]=[N:16]/[S:14]([C:11]([CH3:13])([CH3:12])[CH3:10])=[O:15])=[CH:4][CH:3]=1, predict the reactants needed to synthesize it. The reactants are: [I:1][C:2]1[CH:9]=[CH:8][C:5]([CH:6]=O)=[CH:4][CH:3]=1.[CH3:10][C:11]([S:14]([NH2:16])=[O:15])([CH3:13])[CH3:12]. (2) Given the product [F:1][C:2]1[CH:3]=[C:4]([C:21]([O:23][CH3:24])=[O:22])[C:5]2[C:9]3[C:14]([C:6]=2[CH:7]=1)=[CH:13][C:12]([F:16])=[CH:11][C:10]=3[C:17]([O:19][CH3:20])=[O:18], predict the reactants needed to synthesize it. The reactants are: [F:1][C:2]1[CH:3]=[C:4]([C:21]([O:23][CH3:24])=[O:22])[C:5]([C:9]2[C:10]([C:17]([O:19][CH3:20])=[O:18])=[CH:11][C:12]([F:16])=[CH:13][C:14]=2I)=[C:6](I)[CH:7]=1. (3) Given the product [CH2:29]([O:31][C:32]([C:34]1([C:37]2[CH:42]=[CH:41][C:40]([C:20]3[CH:21]=[CH:22][C:17]([C:16]4[O:15][N:14]=[C:13]([CH3:24])[C:12]=4[NH:11][CH:9]([CH3:10])[CH:8]([O:25][C:26](=[O:28])[CH3:27])[CH2:1][C:2]4[CH:7]=[CH:6][CH:5]=[CH:4][CH:3]=4)=[CH:18][CH:19]=3)=[CH:39][CH:38]=2)[CH2:35][CH2:36]1)=[O:33])[CH3:30], predict the reactants needed to synthesize it. The reactants are: [CH2:1]([CH:8]([O:25][C:26](=[O:28])[CH3:27])[CH:9]([NH:11][C:12]1[C:13]([CH3:24])=[N:14][O:15][C:16]=1[C:17]1[CH:22]=[CH:21][C:20](Br)=[CH:19][CH:18]=1)[CH3:10])[C:2]1[CH:7]=[CH:6][CH:5]=[CH:4][CH:3]=1.[CH2:29]([O:31][C:32]([C:34]1([C:37]2[CH:42]=[CH:41][C:40](B3OC(C)(C)C(C)(C)O3)=[CH:39][CH:38]=2)[CH2:36][CH2:35]1)=[O:33])[CH3:30].